This data is from Catalyst prediction with 721,799 reactions and 888 catalyst types from USPTO. The task is: Predict which catalyst facilitates the given reaction. (1) Reactant: [CH3:1][Mg]Br.[CH2:4]([C@:6]12[CH2:30][C:29](=[O:31])[C@@:28]([OH:36])([C:32]([F:35])([F:34])[F:33])[CH2:27][C@@H:7]1[CH2:8][CH2:9][CH2:10][C:11]1[C:12]2=[CH:13][C:14]2[CH:15]=[N:16][N:17]([C:20]3[CH:25]=[CH:24][C:23]([F:26])=[CH:22][CH:21]=3)[C:18]=2[CH:19]=1)[CH3:5].[CH2:37]([C@@:39]12[CH2:63][C:62](=[O:64])[C@:61]([OH:69])([C:65]([F:68])([F:67])[F:66])[CH2:60][C@H:40]1[CH2:41][CH2:42][CH2:43][C:44]1[C:45]2=[CH:46][C:47]2[CH:48]=[N:49][N:50]([C:53]3[CH:58]=[CH:57][C:56]([F:59])=[CH:55][CH:54]=3)[C:51]=2[CH:52]=1)[CH3:38]. Product: [CH2:4]([C@:6]12[CH2:30][C@:29]([CH3:37])([OH:31])[C@:28]([C:32]([F:35])([F:33])[F:34])([OH:36])[CH2:27][C@@H:7]1[CH2:8][CH2:9][CH2:10][C:11]1[C:12]2=[CH:13][C:14]2[CH:15]=[N:16][N:17]([C:20]3[CH:21]=[CH:22][C:23]([F:26])=[CH:24][CH:25]=3)[C:18]=2[CH:19]=1)[CH3:5].[CH2:37]([C@@:39]12[CH2:63][C@@:62]([CH3:1])([OH:64])[C@@:61]([C:65]([F:68])([F:66])[F:67])([OH:69])[CH2:60][C@H:40]1[CH2:41][CH2:42][CH2:43][C:44]1[C:45]2=[CH:46][C:47]2[CH:48]=[N:49][N:50]([C:53]3[CH:54]=[CH:55][C:56]([F:59])=[CH:57][CH:58]=3)[C:51]=2[CH:52]=1)[CH3:38]. The catalyst class is: 1. (2) Reactant: [C:1](Cl)(=[O:5])[C:2]([CH3:4])=[CH2:3].[Al+3].[Cl-].[Cl-].[Cl-].[CH2:11]1[C:19]2[C:14](=[CH:15][CH:16]=[CH:17][CH:18]=2)[CH2:13][CH2:12]1.Cl. Product: [CH3:3][CH:2]1[CH2:4][C:17]2[C:16](=[CH:15][C:14]3[CH2:13][CH2:12][CH2:11][C:19]=3[CH:18]=2)[C:1]1=[O:5]. The catalyst class is: 2. (3) Reactant: [CH2:1]([O:3][P:4]([C:9]([C:12]1[CH:17]=[CH:16][C:15]([CH2:18][N:19]([CH2:31][C:32]2[CH:37]=[CH:36][C:35]([C:38]([P:41]([O:46][CH2:47][CH3:48])([O:43][CH2:44][CH3:45])=[O:42])([F:40])[F:39])=[CH:34][CH:33]=2)[S:20](/[CH:23]=[CH:24]/[C:25]2[CH:30]=[CH:29][CH:28]=[CH:27][CH:26]=2)(=[O:22])=[O:21])=[CH:14][CH:13]=1)([F:11])[F:10])(=[O:8])[O:5][CH2:6][CH3:7])[CH3:2]. Product: [CH2:47]([O:46][P:41]([C:38]([C:35]1[CH:34]=[CH:33][C:32]([CH2:31][N:19]([CH2:18][C:15]2[CH:14]=[CH:13][C:12]([C:9]([P:4]([O:3][CH2:1][CH3:2])([O:5][CH2:6][CH3:7])=[O:8])([F:10])[F:11])=[CH:17][CH:16]=2)[S:20]([CH2:23][CH2:24][C:25]2[CH:30]=[CH:29][CH:28]=[CH:27][CH:26]=2)(=[O:22])=[O:21])=[CH:37][CH:36]=1)([F:40])[F:39])(=[O:42])[O:43][CH2:44][CH3:45])[CH3:48]. The catalyst class is: 19. (4) Reactant: [Br:1][C:2]1[CH:3]=[CH:4][C:5](/[CH:8]=[CH:9]/[CH:10]=O)=[N:6][CH:7]=1.[CH2:12]1[CH2:17][C@H:16]([C:18](O)=O)[NH:15][CH2:14][CH2:13]1.[CH3:21][N:22]1[C:26](=[O:27])C=[CH:24][C:23]1=[O:28]. Product: [Br:1][C:2]1[CH:3]=[CH:4][C:5](/[CH:8]=[CH:9]/[CH:10]2[N:15]3[CH:16]([CH2:17][CH2:12][CH2:13][CH2:14]3)[CH:18]3[C:26](=[O:27])[N:22]([CH3:21])[C:23](=[O:28])[CH:24]23)=[N:6][CH:7]=1. The catalyst class is: 23.